Predict the product of the given reaction. From a dataset of Forward reaction prediction with 1.9M reactions from USPTO patents (1976-2016). (1) Given the reactants [H-].[Na+].[CH3:3][NH:4][C:5]([C:7]1[CH:12]=[CH:11][C:10]([C:13]2[CH:18]=[C:17]([Cl:19])[CH:16]=[C:15]([Cl:20])[C:14]=2[Cl:21])=[C:9]([NH2:22])[N:8]=1)=S.CI.[NH:25]1[CH2:30][CH2:29][O:28][CH2:27][CH2:26]1, predict the reaction product. The product is: [CH3:3][N:4]=[C:5]([N:25]1[CH2:30][CH2:29][O:28][CH2:27][CH2:26]1)[C:7]1[N:8]=[C:9]([NH2:22])[C:10]([C:13]2[CH:18]=[C:17]([Cl:19])[CH:16]=[C:15]([Cl:20])[C:14]=2[Cl:21])=[CH:11][CH:12]=1. (2) Given the reactants [Br:1][C:2]1[C:7](=[O:8])[N:6]([C:9]2[CH:10]=[C:11]([CH:19]=[CH:20][C:21]=2[CH3:22])[C:12]([NH:14][C@@H:15]([CH3:18])[CH2:16][OH:17])=[O:13])[CH:5]=[N:4][C:3]=1[O:23][CH2:24][C:25]1[CH:30]=[CH:29][C:28]([F:31])=[CH:27][C:26]=1[F:32].Cl.N[C@@H](C)CO, predict the reaction product. The product is: [Br:1][C:2]1[C:7](=[O:8])[N:6]([C:9]2[CH:10]=[C:11]([CH:19]=[CH:20][C:21]=2[CH3:22])[C:12]([NH:14][C@H:15]([CH3:18])[CH2:16][OH:17])=[O:13])[CH:5]=[N:4][C:3]=1[O:23][CH2:24][C:25]1[CH:30]=[CH:29][C:28]([F:31])=[CH:27][C:26]=1[F:32]. (3) Given the reactants [C:1]([O:8][CH3:9])(=[O:7])[CH2:2][CH2:3][C:4]([O-:6])=[O:5].[C:10]([O:16][CH2:17]Cl)(=[O:15])[C:11]([CH3:14])([CH3:13])[CH3:12].C(N(CC)CC)C, predict the reaction product. The product is: [CH3:9][O:8][C:1](=[O:7])[CH2:2][CH2:3][C:4]([O:6][CH2:17][O:16][C:10](=[O:15])[C:11]([CH3:14])([CH3:13])[CH3:12])=[O:5]. (4) Given the reactants [NH2:1][C:2]1[CH:7]=[CH:6][CH:5]=[C:4]([O:8][CH2:9][C:10]2[CH:15]=[CH:14][CH:13]=[CH:12][CH:11]=2)[C:3]=1[NH:16][C:17](=[O:19])[CH3:18].Br[CH2:21][C:22]([O:24][CH2:25][CH3:26])=[O:23].[I-].[Na+].C([O-])([O-])=O.[K+].[K+], predict the reaction product. The product is: [C:17]([NH:16][C:3]1[C:4]([O:8][CH2:9][C:10]2[CH:15]=[CH:14][CH:13]=[CH:12][CH:11]=2)=[CH:5][CH:6]=[CH:7][C:2]=1[NH:1][CH2:21][C:22]([O:24][CH2:25][CH3:26])=[O:23])(=[O:19])[CH3:18]. (5) Given the reactants [CH2:1]([O:3][C:4](=[O:30])[C:5]([NH:7][CH:8]([C:16]1[CH:21]=[CH:20][CH:19]=[C:18]([O:22][CH2:23][C:24]2[CH:29]=[CH:28][CH:27]=[CH:26][CH:25]=2)[CH:17]=1)[C:9]1[C:14]([Cl:15])=[N:13][CH:12]=[CH:11][N:10]=1)=O)[CH3:2], predict the reaction product. The product is: [CH2:1]([O:3][C:4]([C:5]1[N:10]2[CH:11]=[CH:12][N:13]=[C:14]([Cl:15])[C:9]2=[C:8]([C:16]2[CH:21]=[CH:20][CH:19]=[C:18]([O:22][CH2:23][C:24]3[CH:29]=[CH:28][CH:27]=[CH:26][CH:25]=3)[CH:17]=2)[N:7]=1)=[O:30])[CH3:2]. (6) Given the reactants [CH:1]1[C:6]([N+:7]([O-:9])=[O:8])=[CH:5][CH:4]=[C:3]([OH:10])[CH:2]=1.[F-].[Cs+].S(C1C=CC([N+]([O-])=O)=CC=1)(O[CH2:17][C@H:18]1[O:20][CH2:19]1)(=O)=O.O, predict the reaction product. The product is: [N+:7]([C:6]1[CH:5]=[CH:4][C:3]([O:10][CH2:17][C@H:18]2[O:20][CH2:19]2)=[CH:2][CH:1]=1)([O-:9])=[O:8].